From a dataset of Full USPTO retrosynthesis dataset with 1.9M reactions from patents (1976-2016). Predict the reactants needed to synthesize the given product. The reactants are: F[C:2]1[CH:11]=[C:10]([C:12]2[N:17]=[C:16]3[N:18]([CH2:21][C:22]4[CH:23]=[C:24]5[C:29](=[CH:30][CH:31]=4)[N:28]=[CH:27][CH:26]=[CH:25]5)[N:19]=[N:20][C:15]3=[CH:14][CH:13]=2)[CH:9]=[CH:8][C:3]=1C(NC)=O.[CH3:32][O:33]C1C=CC(B(O)O)=CC=1.C(=O)([O-])[O-].[K+].[K+].O. Given the product [CH3:32][O:33][C:3]1[CH:2]=[CH:11][C:10]([C:12]2[N:17]=[C:16]3[N:18]([CH2:21][C:22]4[CH:23]=[C:24]5[C:29](=[CH:30][CH:31]=4)[N:28]=[CH:27][CH:26]=[CH:25]5)[N:19]=[N:20][C:15]3=[CH:14][CH:13]=2)=[CH:9][CH:8]=1, predict the reactants needed to synthesize it.